From a dataset of hERG Central: cardiac toxicity at 1µM, 10µM, and general inhibition. Predict hERG channel inhibition at various concentrations. (1) The compound is Clc1ccc(C2=C3CCCCn4c(-c5ccccc5)c[n+](c43)C2)cc1.[Br-]. Results: hERG_inhib (hERG inhibition (general)): blocker. (2) The molecule is COc1ccc(CCN2CCCC(CN(C)Cc3cc(OC)ccc3OC)C2)cc1. Results: hERG_inhib (hERG inhibition (general)): blocker. (3) The molecule is O=S(=O)(c1ccccc1)c1nc(-c2cccs2)oc1NCCCn1ccnc1. Results: hERG_inhib (hERG inhibition (general)): blocker. (4) Results: hERG_inhib (hERG inhibition (general)): blocker. The molecule is CCOc1ccc(C(=O)C(C)OC(=O)Cn2c(C)csc2=O)cc1. (5) The drug is CC(Sc1nnc(-c2cccs2)n1Cc1ccccc1)C(=O)NCc1ccc2c(c1)OCO2. Results: hERG_inhib (hERG inhibition (general)): blocker. (6) The compound is Cc1cc(N2CCN(c3nc4ccccc4s3)CC2)n2ncnc2n1. Results: hERG_inhib (hERG inhibition (general)): blocker.